This data is from Catalyst prediction with 721,799 reactions and 888 catalyst types from USPTO. The task is: Predict which catalyst facilitates the given reaction. (1) Reactant: [CH2:1]([O:8][C:9]1[C:14](=[O:15])[N:13]=[C:12]([CH2:16][C:17]2[C:22]([Cl:23])=[CH:21][CH:20]=[CH:19][C:18]=2[Cl:24])[NH:11][C:10]=1[C:25]([OH:27])=O)[C:2]1[CH:7]=[CH:6][CH:5]=[CH:4][CH:3]=1.[Si:28]([O:35][CH2:36][CH2:37][NH:38][CH:39]([CH3:41])[CH3:40])([C:31]([CH3:34])([CH3:33])[CH3:32])([CH3:30])[CH3:29].O=P(Cl)(Cl)Cl. Product: [Si:28]([O:35][CH2:36][CH2:37][N:38]([CH:39]([CH3:41])[CH3:40])[C:25]([C:10]1[NH:11][C:12]([CH2:16][C:17]2[C:18]([Cl:24])=[CH:19][CH:20]=[CH:21][C:22]=2[Cl:23])=[N:13][C:14](=[O:15])[C:9]=1[O:8][CH2:1][C:2]1[CH:7]=[CH:6][CH:5]=[CH:4][CH:3]=1)=[O:27])([C:31]([CH3:34])([CH3:33])[CH3:32])([CH3:30])[CH3:29]. The catalyst class is: 17. (2) Reactant: [Br:1][C:2]1[CH:3]=[C:4]([S:8](Cl)(=[O:10])=[O:9])[CH:5]=[CH:6][CH:7]=1.[CH3:12][O:13][CH2:14][CH2:15][NH2:16].C(=O)([O-])[O-].[K+].[K+]. Product: [Br:1][C:2]1[CH:3]=[C:4]([S:8]([NH:16][CH2:15][CH2:14][O:13][CH3:12])(=[O:10])=[O:9])[CH:5]=[CH:6][CH:7]=1. The catalyst class is: 21.